The task is: Predict the reaction yield, written as a fraction of the theoretical maximum amount of product (1.0 means a 100% yield; for example, 0.34 means a 34% yield).. This data is from Reaction yield outcomes from USPTO patents with 853,638 reactions. (1) The product is [F:25][C:22]([F:23])([F:24])[C:19]1[N:18]=[CH:17][C:16]([CH2:15][O:14][C:10]2[CH:9]=[N:8][NH:7][C:12](=[O:13])[CH:11]=2)=[CH:21][CH:20]=1. The catalyst is CO.CCOCC. The yield is 0.670. The reactants are O1CCCCC1[N:7]1[C:12](=[O:13])[CH:11]=[C:10]([O:14][CH2:15][C:16]2[CH:17]=[N:18][C:19]([C:22]([F:25])([F:24])[F:23])=[CH:20][CH:21]=2)[CH:9]=[N:8]1.Cl. (2) The reactants are [F:1][CH:2]([F:11])[C:3](=O)[CH2:4][C:5](OCC)=[O:6].[CH3:12][NH:13][NH2:14]. The catalyst is C1(C)C=CC=CC=1. The product is [F:1][CH:2]([F:11])[C:3]1[CH:4]=[C:5]([OH:6])[N:13]([CH3:12])[N:14]=1. The yield is 0.740. (3) The reactants are [OH:1][C:2]1[C:7]([N+:8]([O-])=O)=[CH:6][CH:5]=[C:4]([Cl:11])[C:3]=1[S:12]([NH2:15])(=[O:14])=[O:13]. The yield is 0.910. The catalyst is C(OCC)(=O)C.[Pd]. The product is [OH:1][C:2]1[C:7]([NH2:8])=[CH:6][CH:5]=[C:4]([Cl:11])[C:3]=1[S:12]([NH2:15])(=[O:14])=[O:13]. (4) The product is [NH:29]1[CH:33]=[CH:32][C:31]([C:2]2[CH:28]=[CH:27][C:5]3[N:6]([CH2:9][C:10]4[CH:26]=[CH:25][C:13]5[N:14]=[C:15]([NH:17][C@@H:18]6[CH2:23][CH2:22][CH2:21][CH2:20][C@H:19]6[OH:24])[S:16][C:12]=5[CH:11]=4)[CH:7]=[N:8][C:4]=3[CH:3]=2)=[N:30]1. The reactants are I[C:2]1[CH:28]=[CH:27][C:5]2[N:6]([CH2:9][C:10]3[CH:26]=[CH:25][C:13]4[N:14]=[C:15]([NH:17][C@@H:18]5[CH2:23][CH2:22][CH2:21][CH2:20][C@H:19]5[OH:24])[S:16][C:12]=4[CH:11]=3)[CH:7]=[N:8][C:4]=2[CH:3]=1.[NH:29]1[CH:33]=[CH:32][C:31](B(O)O)=[N:30]1.C([O-])(O)=O.[Na+].O. The yield is 0.0500. The catalyst is CN(C=O)C.[Pd](Cl)Cl.C1(P(C2C=CC=CC=2)C2C=CC=CC=2)C=CC=CC=1.C1(P(C2C=CC=CC=2)C2C=CC=CC=2)C=CC=CC=1. (5) The reactants are [CH:1]1([C:4]2[C:5]([O:19][C:20]3[CH:25]=[CH:24][C:23]([N+:26]([O-])=O)=[CH:22][C:21]=3[F:29])=[CH:6][C:7]3[C:11]([CH:12]=2)=[N:10][N:9]([CH:13]2[CH2:18][CH2:17][CH2:16][CH2:15][O:14]2)[CH:8]=3)[CH2:3][CH2:2]1.CO.CN(C)N. The catalyst is CCOC(C)=O.C(Cl)Cl. The product is [CH:1]1([C:4]2[C:5]([O:19][C:20]3[CH:25]=[CH:24][C:23]([NH2:26])=[CH:22][C:21]=3[F:29])=[CH:6][C:7]3[C:11]([CH:12]=2)=[N:10][N:9]([CH:13]2[CH2:18][CH2:17][CH2:16][CH2:15][O:14]2)[CH:8]=3)[CH2:3][CH2:2]1. The yield is 0.980. (6) The yield is 0.990. The product is [CH3:1][N:2]([C@H:22]1[C:31]2[C:26](=[CH:27][CH:28]=[CH:29][CH:30]=2)[CH2:25][CH2:24][CH2:23]1)[C:3]([C@@H:5]1[CH2:14][C:13]2[C:8](=[CH:9][CH:10]=[CH:11][CH:12]=2)[CH2:7][NH:6]1)=[O:4]. The catalyst is C(Cl)Cl. The reactants are [CH3:1][N:2]([C@H:22]1[C:31]2[C:26](=[CH:27][CH:28]=[CH:29][CH:30]=2)[CH2:25][CH2:24][CH2:23]1)[C:3]([C@@H:5]1[CH2:14][C:13]2[C:8](=[CH:9][CH:10]=[CH:11][CH:12]=2)[CH2:7][N:6]1C(OC(C)(C)C)=O)=[O:4].Cl.O1CCOCC1. (7) The reactants are Br[C:2]1[C:3](=[O:10])[N:4]([CH3:9])[CH:5]=[C:6]([Br:8])[CH:7]=1.N[C:12]1[N:17]=[CH:16][CH:15]=[CH:14][N:13]=1.C(=O)([O-])[O-].[Cs+].[Cs+].CC1(C)C2C(=C(P(C3C=CC=CC=3)C3C=CC=CC=3)C=CC=2)OC2C(P(C3C=CC=CC=3)C3C=CC=CC=3)=CC=CC1=2.C[N:67](C=O)C. The catalyst is C(Cl)Cl.CO.O.C1C=CC(/C=C/C(/C=C/C2C=CC=CC=2)=O)=CC=1.C1C=CC(/C=C/C(/C=C/C2C=CC=CC=2)=O)=CC=1.C1C=CC(/C=C/C(/C=C/C2C=CC=CC=2)=O)=CC=1.[Pd].[Pd].O1CCOCC1. The product is [Br:8][C:6]1[CH:7]=[C:2]([NH:67][C:14]2[CH:15]=[CH:16][N:17]=[CH:12][N:13]=2)[C:3](=[O:10])[N:4]([CH3:9])[CH:5]=1. The yield is 0.580. (8) The reactants are C(N(CC)C([S:6][C:7]1[CH:8]=[N:9][CH:10]=[CH:11][C:12]=1[NH:13][C:14]([C:16]1[S:20][C:19]([NH:21][C:22](=[O:24])[CH3:23])=[N:18][C:17]=1[CH2:25][O:26][CH3:27])=O)=S)C.C(O)=O.Cl.CO. The catalyst is C(Cl)Cl. The product is [CH3:27][O:26][CH2:25][C:17]1[N:18]=[C:19]([NH:21][C:22](=[O:24])[CH3:23])[S:20][C:16]=1[C:14]1[S:6][C:7]2[CH:8]=[N:9][CH:10]=[CH:11][C:12]=2[N:13]=1. The yield is 0.141. (9) The reactants are Cl.[NH2:2][CH2:3][C:4]1[CH:5]=[C:6]2[C:10](=[CH:11][CH:12]=1)[C:9](=[O:13])[N:8]([CH:14]1[CH2:19][CH2:18][C:17](=[O:20])[NH:16][C:15]1=[O:21])[C:7]2=[O:22].[CH:23]1([N:29]=[C:30]=[O:31])[CH2:28][CH2:27][CH2:26][CH2:25][CH2:24]1.C(N(CC)CC)C. The catalyst is C1COCC1. The product is [CH:23]1([NH:29][C:30]([NH:2][CH2:3][C:4]2[CH:5]=[C:6]3[C:10](=[CH:11][CH:12]=2)[C:9](=[O:13])[N:8]([CH:14]2[CH2:19][CH2:18][C:17](=[O:20])[NH:16][C:15]2=[O:21])[C:7]3=[O:22])=[O:31])[CH2:28][CH2:27][CH2:26][CH2:25][CH2:24]1. The yield is 0.770.